From a dataset of Reaction yield outcomes from USPTO patents with 853,638 reactions. Predict the reaction yield, written as a fraction of the theoretical maximum amount of product (1.0 means a 100% yield; for example, 0.34 means a 34% yield). The reactants are C(O[C:5]([CH3:8])([CH3:7])[CH3:6])(=O)C.[CH2:9]([O:11][C:12](=[O:36])[CH:13]([OH:35])[C:14]1[C:15]([CH3:34])=[N:16][C:17]2[S:18][C:19]3[CH2:20][O:21][CH2:22][CH2:23][C:24]=3[C:25]=2[C:26]=1[C:27]1[CH:32]=[CH:31][C:30]([CH3:33])=[CH:29][CH:28]=1)[CH3:10].S(=O)(=O)(O)O.C(=O)(O)[O-].[Na+]. The catalyst is ClCCl. The product is [CH2:9]([O:11][C:12](=[O:36])[CH:13]([O:35][C:5]([CH3:8])([CH3:7])[CH3:6])[C:14]1[C:15]([CH3:34])=[N:16][C:17]2[S:18][C:19]3[CH2:20][O:21][CH2:22][CH2:23][C:24]=3[C:25]=2[C:26]=1[C:27]1[CH:28]=[CH:29][C:30]([CH3:33])=[CH:31][CH:32]=1)[CH3:10]. The yield is 0.450.